Dataset: HIV replication inhibition screening data with 41,000+ compounds from the AIDS Antiviral Screen. Task: Binary Classification. Given a drug SMILES string, predict its activity (active/inactive) in a high-throughput screening assay against a specified biological target. The drug is N#Cc1nc(COCc2ccccc2)oc1N. The result is 0 (inactive).